The task is: Predict the product of the given reaction.. This data is from Forward reaction prediction with 1.9M reactions from USPTO patents (1976-2016). (1) The product is: [CH3:26][C:4]1([CH3:27])[CH2:5][CH:6]([NH:8][C:9]2[N:14]=[C:13]([C:15]3[CH:20]=[CH:19][C:18]([CH2:21][CH2:22][CH2:23][OH:24])=[CH:17][CH:16]=3)[CH:12]=[CH:11][N:10]=2)[CH2:7][C:2]([CH3:28])([CH3:1])[NH:3]1. Given the reactants [CH3:1][C:2]1([CH3:28])[CH2:7][CH:6]([NH:8][C:9]2[N:14]=[C:13]([C:15]3[CH:20]=[CH:19][C:18]([CH2:21][CH2:22][C:23](O)=[O:24])=[CH:17][CH:16]=3)[CH:12]=[CH:11][N:10]=2)[CH2:5][C:4]([CH3:27])([CH3:26])[NH:3]1.[H-].[H-].[H-].[H-].[Li+].[Al+3].S([O-])([O-])(=O)=O.[Na+].[Na+], predict the reaction product. (2) Given the reactants [F:1][C:2]1[CH:3]=[C:4]([N:11]2[C:15](=[O:16])[NH:14][N:13]=[N:12]2)[CH:5]=[C:6]([N+:8]([O-:10])=[O:9])[CH:7]=1.[C:17]([O-])([O-])=O.[K+].[K+].IC.O, predict the reaction product. The product is: [F:1][C:2]1[CH:3]=[C:4]([N:11]2[C:15](=[O:16])[N:14]([CH3:17])[N:13]=[N:12]2)[CH:5]=[C:6]([N+:8]([O-:10])=[O:9])[CH:7]=1. (3) The product is: [CH2:1]([O:8][C:9]1[C:14]2[N:15]([CH:18]3[CH2:20][CH2:19]3)[CH:16]=[N:17][C:13]=2[CH:12]=[C:11]([C:27]2[CH:26]=[CH:25][C:24]([O:23][CH3:22])=[C:29]([O:30][CH3:31])[CH:28]=2)[N:10]=1)[C:2]1[CH:7]=[CH:6][CH:5]=[CH:4][CH:3]=1. Given the reactants [CH2:1]([O:8][C:9]1[C:14]2[N:15]([CH:18]3[CH2:20][CH2:19]3)[CH:16]=[N:17][C:13]=2[CH:12]=[C:11](Cl)[N:10]=1)[C:2]1[CH:7]=[CH:6][CH:5]=[CH:4][CH:3]=1.[CH3:22][O:23][C:24]1[CH:25]=[C:26](B(O)O)[CH:27]=[CH:28][C:29]=1[O:30][CH3:31].C([O-])([O-])=O.[K+].[K+].O, predict the reaction product. (4) Given the reactants [F:1][C:2]1[CH:7]=[CH:6][C:5]([C:8]2[C:19](=[O:20])[N:18]([CH3:21])[C:11]3[N:12]=[C:13](SC)[N:14]=[CH:15][C:10]=3[CH:9]=2)=[CH:4][C:3]=1[NH:22][C:23]([NH:25][C:26]1[CH:31]=[C:30]([C:32]2[CH:37]=[CH:36][CH:35]=[CH:34][CH:33]=2)[N:29]=[CH:28][N:27]=1)=[O:24].[CH3:38][NH2:39].C1COCC1, predict the reaction product. The product is: [F:1][C:2]1[CH:7]=[CH:6][C:5]([C:8]2[C:19](=[O:20])[N:18]([CH3:21])[C:11]3[N:12]=[C:13]([NH:39][CH3:38])[N:14]=[CH:15][C:10]=3[CH:9]=2)=[CH:4][C:3]=1[NH:22][C:23]([NH:25][C:26]1[CH:31]=[C:30]([C:32]2[CH:37]=[CH:36][CH:35]=[CH:34][CH:33]=2)[N:29]=[CH:28][N:27]=1)=[O:24]. (5) Given the reactants [Cl:1][C:2]1[CH:3]=[C:4]2[C:8](=[C:9]([C:11]([O:13][CH3:14])=[O:12])[CH:10]=1)[NH:7][N:6]=[CH:5]2.[CH3:15][O:16][CH:17]([O:20][CH3:21])[CH2:18]Br.[I-].[K+].N12CCCN=C1CCCCC2.[NH4+].[Cl-], predict the reaction product. The product is: [Cl:1][C:2]1[CH:3]=[C:4]2[C:8](=[C:9]([C:11]([O:13][CH3:14])=[O:12])[CH:10]=1)[N:7]([CH2:18][CH:17]([O:20][CH3:21])[O:16][CH3:15])[N:6]=[CH:5]2. (6) Given the reactants Br[CH2:2][C:3]1[CH:12]=[CH:11][C:6]([C:7]([O:9][CH3:10])=[O:8])=[CH:5][N:4]=1.[CH2:13]([O:20][C:21]([NH:23][CH2:24][C:25]([O:27][CH3:28])=[O:26])=[O:22])[C:14]1[CH:19]=[CH:18][CH:17]=[CH:16][CH:15]=1.C([O-])([O-])=O.[K+].[K+].O, predict the reaction product. The product is: [CH2:13]([O:20][C:21]([N:23]([CH2:2][C:3]1[CH:12]=[CH:11][C:6]([C:7]([O:9][CH3:10])=[O:8])=[CH:5][N:4]=1)[CH2:24][C:25]([O:27][CH3:28])=[O:26])=[O:22])[C:14]1[CH:15]=[CH:16][CH:17]=[CH:18][CH:19]=1. (7) The product is: [CH3:3][O:2][C:4]1[CH:13]=[C:12]2[C:7]([CH:8]=[CH:9][CH:10]=[C:11]2[CH2:14][CH2:15][NH:16][C:17](=[O:19])[CH3:18])=[CH:6][CH:5]=1. Given the reactants Cl.[O:2]([C:4]1[CH:13]=[C:12]2[C:7]([CH:8]=[CH:9][CH:10]=[C:11]2[CH2:14][CH2:15][NH2:16])=[CH:6][CH:5]=1)[CH3:3].[C:17]([O-])(=[O:19])[CH3:18].[Na+].C(OC(=O)C)(=O)C.O, predict the reaction product. (8) Given the reactants [CH2:1]([NH:8][C:9]([N:11]1[CH2:16][CH2:15][O:14][CH2:13][CH:12]1[C:17]([O:19]C)=O)=[O:10])[C:2]1[CH:7]=[CH:6][CH:5]=[CH:4][CH:3]=1, predict the reaction product. The product is: [CH2:1]([N:8]1[C:17](=[O:19])[CH:12]2[CH2:13][O:14][CH2:15][CH2:16][N:11]2[C:9]1=[O:10])[C:2]1[CH:3]=[CH:4][CH:5]=[CH:6][CH:7]=1.